From a dataset of Full USPTO retrosynthesis dataset with 1.9M reactions from patents (1976-2016). Predict the reactants needed to synthesize the given product. (1) Given the product [N:26]1[CH:31]=[CH:30][C:29]([C:32]2[O:33][C:34]3[CH2:35][NH:36][CH2:37][CH2:38][C:39]=3[N:40]=2)=[CH:28][CH:27]=1.[N:26]1[CH:31]=[CH:30][C:29]([C:32]2[O:33][C:4]3[CH2:5][N:6]([C:10]4[CH:11]=[C:12]([CH:15]=[CH:16][CH:17]=4)[C:13]#[N:14])[CH2:7][CH2:8][C:9]=3[N:40]=2)=[CH:28][CH:27]=1, predict the reactants needed to synthesize it. The reactants are: O1[C:9]2[CH2:8][CH2:7][N:6]([C:10]3[CH:11]=[C:12]([CH:15]=[CH:16][CH:17]=3)[C:13]#[N:14])[CH2:5][C:4]=2N=C1C1C=C(C=CC=1)C#N.[N:26]1[CH:31]=[CH:30][C:29]([C:32]2[O:33][C:34]3[CH2:35][NH:36][CH2:37][CH2:38][C:39]=3[N:40]=2)=[CH:28][CH:27]=1.C(O)(=O)C1C=CN=CC=1. (2) Given the product [C:13]([O:17][C:18]1[CH:19]=[CH:20][C:21]([N:24]2[C:29](=[O:30])[C:28]([CH2:31][C:32]3[CH:33]=[CH:34][C:35]([C:38]4[CH:43]=[CH:42][CH:41]=[CH:40][C:39]=4[C:44]4[NH:3][C:4](=[O:7])[O:5][N:45]=4)=[CH:36][CH:37]=3)=[C:27]([CH2:46][CH2:47][CH3:48])[N:26]=[C:25]2[CH3:49])=[CH:22][CH:23]=1)([CH3:16])([CH3:15])[CH3:14], predict the reactants needed to synthesize it. The reactants are: [Cl-].O[NH3+:3].[C:4](=[O:7])([O-])[OH:5].[Na+].CS(C)=O.[C:13]([O:17][C:18]1[CH:23]=[CH:22][C:21]([N:24]2[C:29](=[O:30])[C:28]([CH2:31][C:32]3[CH:37]=[CH:36][C:35]([C:38]4[C:39]([C:44]#[N:45])=[CH:40][CH:41]=[CH:42][CH:43]=4)=[CH:34][CH:33]=3)=[C:27]([CH2:46][CH2:47][CH3:48])[N:26]=[C:25]2[CH3:49])=[CH:20][CH:19]=1)([CH3:16])([CH3:15])[CH3:14]. (3) Given the product [CH3:1][N:2]1[CH2:7][CH2:6][N:5]([C:9]2[C:14]([N+:15]([O-:17])=[O:16])=[CH:13][N:12]=[C:11]([NH2:18])[CH:10]=2)[CH2:4][CH2:3]1, predict the reactants needed to synthesize it. The reactants are: [CH3:1][N:2]1[CH2:7][CH2:6][NH:5][CH2:4][CH2:3]1.Cl[C:9]1[C:14]([N+:15]([O-:17])=[O:16])=[CH:13][N:12]=[C:11]([NH2:18])[CH:10]=1.CCN(C(C)C)C(C)C. (4) Given the product [F:22][C:19]1[CH:18]=[CH:17][C:16]([CH2:3][C:4]([C:6]2[CH:11]=[CH:10][N:9]=[C:8]([NH2:12])[CH:7]=2)=[O:5])=[CH:21][CH:20]=1, predict the reactants needed to synthesize it. The reactants are: C([CH:3]([C:16]1[CH:21]=[CH:20][C:19]([F:22])=[CH:18][CH:17]=1)[C:4]([C:6]1[CH:11]=[CH:10][N:9]=[C:8]([NH:12]C(=O)C)[CH:7]=1)=[O:5])#N.Br.N. (5) Given the product [C:1]([N:4]1[C:13]2[C:8](=[CH:9][CH:10]=[CH:11][CH:12]=2)[C:7](=[N:16][C:17]2[CH:18]=[CH:19][C:20]3[O:24][CH:23]=[N:22][C:21]=3[CH:25]=2)[CH2:6][CH:5]1[CH3:15])(=[O:3])[CH3:2], predict the reactants needed to synthesize it. The reactants are: [C:1]([N:4]1[C:13]2[C:8](=[CH:9][CH:10]=[CH:11][CH:12]=2)[C:7](=O)[CH2:6][CH:5]1[CH3:15])(=[O:3])[CH3:2].[NH2:16][C:17]1[CH:18]=[CH:19][C:20]2[O:24][CH:23]=[N:22][C:21]=2[CH:25]=1.C(N(CC)CC)C. (6) Given the product [Br:17][C:14]1[CH:15]=[CH:16][C:11]([CH:8]2[CH2:9][CH2:10][NH:5][CH2:6][CH:7]2[CH3:18])=[CH:12][CH:13]=1, predict the reactants needed to synthesize it. The reactants are: COC([N:5]1[CH2:10][CH2:9][CH:8]([C:11]2[CH:16]=[CH:15][C:14]([Br:17])=[CH:13][CH:12]=2)[CH:7]([CH3:18])[CH2:6]1)=O.C(=O)(O)N.S(=O)(=O)(O)O.[OH-].[Na+]. (7) Given the product [CH:1]1([CH2:6][C@@H:7]([C:20]([NH:22][NH:23][C:24]2[C:29]([F:30])=[C:28]([N:31]3[CH2:36][CH2:35][N:34]([CH3:37])[CH2:33][C@@H:32]3[CH3:38])[N:27]=[C:26]([CH3:39])[N:25]=2)=[O:21])[CH2:8][N:9]([OH:12])[CH:10]=[O:11])[CH2:5][CH2:4][CH2:3][CH2:2]1, predict the reactants needed to synthesize it. The reactants are: [CH:1]1([CH2:6][C@@H:7]([C:20]([NH:22][NH:23][C:24]2[C:29]([F:30])=[C:28]([N:31]3[CH2:36][CH2:35][N:34]([CH3:37])[CH2:33][C@@H:32]3[CH3:38])[N:27]=[C:26]([CH3:39])[N:25]=2)=[O:21])[CH2:8][N:9]([O:12]CC2C=CC=CC=2)[CH:10]=[O:11])[CH2:5][CH2:4][CH2:3][CH2:2]1. (8) Given the product [Cl:59][C:60]1[CH:68]=[CH:67][CH:66]=[C:65]([Cl:69])[C:61]=1[C:62]([NH:34][C:35]1[CH:36]=[CH:37][C:38]([C:41]2[CH:49]=[C:48]3[C:44]([CH2:45][N:46]([C@@H:51]([CH:56]([CH3:58])[CH3:57])[C:52]([O:54][CH3:55])=[O:53])[C:47]3=[O:50])=[CH:43][CH:42]=2)=[CH:39][CH:40]=1)=[O:63], predict the reactants needed to synthesize it. The reactants are: C(NC1C=CC(C2C=C3C(CN([C@@H](C(C)C)C(OC)=O)C3=O)=CC=2)=CC=1)(=O)C1C=CC=CC=1.[NH2:34][C:35]1[CH:40]=[CH:39][C:38]([C:41]2[CH:49]=[C:48]3[C:44]([CH2:45][N:46]([C@@H:51]([CH:56]([CH3:58])[CH3:57])[C:52]([O:54][CH3:55])=[O:53])[C:47]3=[O:50])=[CH:43][CH:42]=2)=[CH:37][CH:36]=1.[Cl:59][C:60]1[CH:68]=[CH:67][CH:66]=[C:65]([Cl:69])[C:61]=1[C:62](Cl)=[O:63].